From a dataset of Peptide-MHC class II binding affinity with 134,281 pairs from IEDB. Regression. Given a peptide amino acid sequence and an MHC pseudo amino acid sequence, predict their binding affinity value. This is MHC class II binding data. (1) The peptide sequence is AFILDGDNLFPTV. The MHC is DRB3_0101 with pseudo-sequence DRB3_0101. The binding affinity (normalized) is 0.948. (2) The peptide sequence is IDLNVLLSAAINFFL. The MHC is HLA-DPA10301-DPB10402 with pseudo-sequence HLA-DPA10301-DPB10402. The binding affinity (normalized) is 0.154. (3) The peptide sequence is APQIVRGASEDVRKQPYNLTIAWFRMGG. The MHC is DRB5_0101 with pseudo-sequence DRB5_0101. The binding affinity (normalized) is 1.00. (4) The peptide sequence is EFVKIVQKRGIVKENI. The MHC is DRB1_1501 with pseudo-sequence DRB1_1501. The binding affinity (normalized) is 0.482. (5) The peptide sequence is NRASLMQLISTNVFG. The MHC is HLA-DPA10201-DPB10501 with pseudo-sequence HLA-DPA10201-DPB10501. The binding affinity (normalized) is 0.0920. (6) The peptide sequence is VALDYPSGTSGSPIV. The MHC is DRB1_0701 with pseudo-sequence DRB1_0701. The binding affinity (normalized) is 0.428.